Dataset: Catalyst prediction with 721,799 reactions and 888 catalyst types from USPTO. Task: Predict which catalyst facilitates the given reaction. (1) Product: [Cl:14][C:5]1[CH:6]2[CH:2]([CH:1]3[O:10][CH:7]2[CH2:8][CH2:9]3)[C:3](=[O:12])[CH:4]=1. The catalyst class is: 22. Reactant: [CH:1]12[O:10][CH:7]([CH2:8][CH2:9]1)[CH:6]1[CH:2]2[C:3](=[O:12])[CH2:4][C:5]1=O.P(Cl)(Cl)(Cl)(Cl)[Cl:14]. (2) Reactant: C(Cl)CCl.Cl.[N:6]1[C:11]2[NH:12][CH2:13][CH2:14][O:15][CH2:16][C:10]=2[CH:9]=[C:8]([CH:17]=[CH:18][C:19]([OH:21])=O)[CH:7]=1.C1C=CC2N(O)N=NC=2C=1.[CH3:32][NH:33][CH2:34][C:35]1[N:36]([CH3:44])[C:37]2[C:42]([CH:43]=1)=[CH:41][CH:40]=[CH:39][CH:38]=2.C(N(C(C)C)C(C)C)C. Product: [CH3:32][N:33]([CH2:34][C:35]1[N:36]([CH3:44])[C:37]2[C:42]([CH:43]=1)=[CH:41][CH:40]=[CH:39][CH:38]=2)[C:19](=[O:21])[CH:18]=[CH:17][C:8]1[CH:7]=[N:6][C:11]2[NH:12][CH2:13][CH2:14][O:15][CH2:16][C:10]=2[CH:9]=1. The catalyst class is: 18. (3) Reactant: Cl.[NH2:2][OH:3].C(=O)(O)[O-].[Na+].O.[Cl:10][C:11]1[CH:12]=[C:13]([C:17]2[C:22]3[N:23]([CH2:35][C@H:36]4[CH2:41][CH2:40][C@H:39]([CH3:42])[CH2:38][CH2:37]4)[C:24]([N:26]4[CH2:31][CH2:30][O:29][C@@H:28]5[CH2:32][CH2:33][CH2:34][C@@H:27]45)=[N:25][C:21]=3[CH:20]=[C:19]([C:43]#[N:44])[N:18]=2)[CH:14]=[N:15][CH:16]=1. Product: [Cl:10][C:11]1[CH:12]=[C:13]([C:17]2[C:22]3[N:23]([CH2:35][C@H:36]4[CH2:41][CH2:40][C@H:39]([CH3:42])[CH2:38][CH2:37]4)[C:24]([N:26]4[CH2:31][CH2:30][O:29][C@@H:28]5[CH2:32][CH2:33][CH2:34][C@@H:27]45)=[N:25][C:21]=3[CH:20]=[C:19]([C:43](=[N:2][OH:3])[NH2:44])[N:18]=2)[CH:14]=[N:15][CH:16]=1. The catalyst class is: 8. (4) Reactant: [F:1][C:2]1[CH:7]=[C:6]([C:8]2[C:13]([CH3:14])=[CH:12][C:11]([CH2:15][C:16]([OH:18])=O)=[CH:10][N:9]=2)[CH:5]=[CH:4][N:3]=1.[NH2:19][C:20]1[N:25]=[CH:24][C:23]([N:26]2[CH2:31][CH2:30][N:29]([C:32](=[O:34])[CH3:33])[CH2:28][CH2:27]2)=[CH:22][CH:21]=1.F[P-](F)(F)(F)(F)F.N1(OC(N(C)C)=[N+](C)C)C2N=CC=CC=2N=N1.CCN(C(C)C)C(C)C. Product: [C:32]([N:29]1[CH2:28][CH2:27][N:26]([C:23]2[CH:22]=[CH:21][C:20]([NH:19][C:16](=[O:18])[CH2:15][C:11]3[CH:12]=[C:13]([CH3:14])[C:8]([C:6]4[CH:5]=[CH:4][N:3]=[C:2]([F:1])[CH:7]=4)=[N:9][CH:10]=3)=[N:25][CH:24]=2)[CH2:31][CH2:30]1)(=[O:34])[CH3:33]. The catalyst class is: 623. (5) Reactant: [OH:1]/[N:2]=[C:3](/[NH2:15])\[C:4]1[CH:9]=[CH:8][C:7]([O:10][C:11]([F:14])([F:13])[F:12])=[CH:6][CH:5]=1.N1C=CC=CC=1.Cl[C:23](=O)[C:24]([O:26][CH2:27][CH3:28])=[O:25]. Product: [F:14][C:11]([F:13])([F:12])[O:10][C:7]1[CH:6]=[CH:5][C:4]([C:3]2[N:15]=[C:23]([C:24]([O:26][CH2:27][CH3:28])=[O:25])[O:1][N:2]=2)=[CH:9][CH:8]=1. The catalyst class is: 22. (6) Reactant: [F:1][CH:2]([F:40])[C:3]1[N:7]([C:8]2[N:13]=[C:12]([N:14]3[CH2:19][CH2:18][O:17][CH2:16][CH2:15]3)[N:11]=[C:10]([C:20]3[CH:25]=[CH:24][C:23]([NH:26]C(=O)OC(C)(C)C)=[CH:22][CH:21]=3)[N:9]=2)[C:6]2[CH:34]=[CH:35][CH:36]=[C:37]([O:38][CH3:39])[C:5]=2[N:4]=1.C(O)(C(F)(F)F)=O.N. Product: [F:40][CH:2]([F:1])[C:3]1[N:7]([C:8]2[N:13]=[C:12]([N:14]3[CH2:19][CH2:18][O:17][CH2:16][CH2:15]3)[N:11]=[C:10]([C:20]3[CH:21]=[CH:22][C:23]([NH2:26])=[CH:24][CH:25]=3)[N:9]=2)[C:6]2[CH:34]=[CH:35][CH:36]=[C:37]([O:38][CH3:39])[C:5]=2[N:4]=1. The catalyst class is: 2. (7) Reactant: [F:1][C:2]([CH3:37])([CH3:36])[CH2:3][CH2:4][CH:5]([C:33](=[S:35])[NH2:34])[CH2:6][CH:7]([O:29]C(=O)C)[CH:8]([NH:16][C:17]([C:19]1[CH:28]=[N:27][C:26]2[C:21](=[CH:22][CH:23]=[CH:24][CH:25]=2)[N:20]=1)=[O:18])[CH2:9][C:10]1[CH:15]=[CH:14][CH:13]=[CH:12][CH:11]=1.C(=O)([O-])[O-].[K+].[K+]. Product: [CH2:9]([CH:8]([NH:16][C:17]([C:19]1[CH:28]=[N:27][C:26]2[C:21](=[CH:22][CH:23]=[CH:24][CH:25]=2)[N:20]=1)=[O:18])[CH:7]([OH:29])[CH2:6][CH:5]([C:33](=[S:35])[NH2:34])[CH2:4][CH2:3][C:2]([F:1])([CH3:37])[CH3:36])[C:10]1[CH:15]=[CH:14][CH:13]=[CH:12][CH:11]=1. The catalyst class is: 5.